This data is from Catalyst prediction with 721,799 reactions and 888 catalyst types from USPTO. The task is: Predict which catalyst facilitates the given reaction. (1) Reactant: [F:1][C:2]1[CH:7]=[CH:6][C:5]([C:8]2([OH:30])[C:17](=O)[C:16]3[C:15]([C:19](OCC)=[O:20])=[CH:14][CH:13]=[CH:12][C:11]=3[NH:10][CH:9]2[C:24]2[N:25]([CH3:29])[CH:26]=[CH:27][N:28]=2)=[CH:4][CH:3]=1.O.[NH2:32][NH2:33]. Product: [F:1][C:2]1[CH:3]=[CH:4][C:5]([C:8]2([OH:30])[C:17]3=[N:32][NH:33][C:19](=[O:20])[C:15]4[CH:14]=[CH:13][CH:12]=[C:11]([C:16]=43)[NH:10][CH:9]2[C:24]2[N:25]([CH3:29])[CH:26]=[CH:27][N:28]=2)=[CH:6][CH:7]=1. The catalyst class is: 5. (2) Reactant: Br[C:2]1[CH:3]=[C:4]([C:8]2[CH:9]=[C:10]3[C:15](=[N:16][CH:17]=2)[N:14]([C:18]([NH2:20])=[O:19])[CH2:13][CH2:12][CH2:11]3)[CH:5]=[N:6][CH:7]=1.O1CCOCC1.O.CC1(C)C(C)(C)OB([C:36]2[CH2:37][CH2:38][O:39][CH2:40][CH:41]=2)O1.[O-]P([O-])([O-])=O.[K+].[K+].[K+]. Product: [O:39]1[CH2:38][CH:37]=[C:36]([C:2]2[CH:3]=[C:4]([C:8]3[CH:9]=[C:10]4[C:15](=[N:16][CH:17]=3)[N:14]([C:18]([NH2:20])=[O:19])[CH2:13][CH2:12][CH2:11]4)[CH:5]=[N:6][CH:7]=2)[CH2:41][CH2:40]1. The catalyst class is: 25. (3) Reactant: C([O:3][C:4]([C:6]1[N:7]=[CH:8][O:9][C:10]=1[C:11]1[CH:16]=[CH:15][C:14]([Br:17])=[CH:13][CH:12]=1)=[O:5])C.[OH-].[Li+].C(Cl)Cl. Product: [Br:17][C:14]1[CH:13]=[CH:12][C:11]([C:10]2[O:9][CH:8]=[N:7][C:6]=2[C:4]([OH:5])=[O:3])=[CH:16][CH:15]=1. The catalyst class is: 24. (4) The catalyst class is: 21. Reactant: [CH3:1][N:2]1[C:7]([C:8]2[CH:13]=[CH:12][CH:11]=[CH:10][CH:9]=2)=[CH:6][S:5][CH2:4][C:3]1=[S:14].[CH3:15][I:16]. Product: [I-:16].[CH3:1][N+:2]1[C:7]([C:8]2[CH:13]=[CH:12][CH:11]=[CH:10][CH:9]=2)=[CH:6][S:5][CH2:4][C:3]=1[S:14][CH3:15]. (5) Reactant: Cl[C:2]1[CH:11]=[C:10]([CH3:12])[C:9]2[C:4](=[CH:5][C:6]([O:13][CH3:14])=[CH:7][CH:8]=2)[N:3]=1.[NH2:15][C@H:16]1[CH2:20][CH2:19][C@H:18]([NH:21][C:22](=[O:28])[O:23][C:24]([CH3:27])([CH3:26])[CH3:25])[CH2:17]1.C1C=CC(P(C2C(C3C(P(C4C=CC=CC=4)C4C=CC=CC=4)=CC=C4C=3C=CC=C4)=C3C(C=CC=C3)=CC=2)C2C=CC=CC=2)=CC=1.C(=O)([O-])[O-].[Cs+].[Cs+]. Product: [CH3:14][O:13][C:6]1[CH:5]=[C:4]2[C:9]([C:10]([CH3:12])=[CH:11][C:2]([NH:15][C@H:16]3[CH2:20][CH2:19][C@H:18]([NH:21][C:22](=[O:28])[O:23][C:24]([CH3:26])([CH3:25])[CH3:27])[CH2:17]3)=[N:3]2)=[CH:8][CH:7]=1. The catalyst class is: 584. (6) Reactant: [O:1]=[C:2]1[N:6]([CH2:7][CH2:8][NH:9][C:10](=[O:16])[O:11][C:12]([CH3:15])([CH3:14])[CH3:13])[C:5]2[CH:17]=[CH:18][CH:19]=[CH:20][C:4]=2[NH:3]1.[H-].[Na+].I[CH3:24]. Product: [CH3:24][N:3]1[C:4]2[CH:20]=[CH:19][CH:18]=[CH:17][C:5]=2[N:6]([CH2:7][CH2:8][NH:9][C:10](=[O:16])[O:11][C:12]([CH3:15])([CH3:14])[CH3:13])[C:2]1=[O:1]. The catalyst class is: 1.